Dataset: Forward reaction prediction with 1.9M reactions from USPTO patents (1976-2016). Task: Predict the product of the given reaction. (1) Given the reactants [CH2:1]1[C:10]2[C:5](=[CH:6][CH:7]=[CH:8][CH:9]=2)[CH2:4][CH2:3][N:2]1[CH2:11][CH2:12][CH2:13][CH2:14][O:15][C:16]1[N:25]=[C:24]2[C:19]([CH:20]=[CH:21][C:22](=[O:26])[NH:23]2)=[CH:18][CH:17]=1.[Cl:27]C1C=CC=C2C=1CCNC2, predict the reaction product. The product is: [Cl:27][C:6]1[CH:7]=[CH:8][CH:9]=[C:10]2[C:5]=1[CH2:4][CH2:3][N:2]([CH2:11][CH2:12][CH2:13][CH2:14][O:15][C:16]1[N:25]=[C:24]3[C:19]([CH:20]=[CH:21][C:22](=[O:26])[NH:23]3)=[CH:18][CH:17]=1)[CH2:1]2. (2) Given the reactants [C:1]([O:5][C:6]([N:8](C(OC(C)(C)C)=O)[C:9]1[CH:19]=[CH:18][C:12]([C:13](OCC)=[O:14])=[CH:11][N:10]=1)=[O:7])([CH3:4])([CH3:3])[CH3:2].[H-].[H-].[H-].[H-].[Li+].[Al+3].O.[OH-].[Na+], predict the reaction product. The product is: [OH:14][CH2:13][C:12]1[CH:18]=[CH:19][C:9]([NH:8][C:6](=[O:7])[O:5][C:1]([CH3:3])([CH3:2])[CH3:4])=[N:10][CH:11]=1. (3) Given the reactants FC1C=CC=CC=1NC(=S)NC1C=CC(C2C=C3C(CN([C@@H](C(C)C)C(O)=O)C3=O)=CC=2)=CC=1.[F:35][C:36]1[CH:37]=[C:38]([NH:42][C:43](=[S:69])[NH:44][C:45]2[CH:50]=[CH:49][C:48]([C:51]3[CH:59]=[C:58]4[C:54]([CH2:55][N:56]([C@@H:61]([CH:66]([CH3:68])[CH3:67])[C:62]([O:64]C)=[O:63])[C:57]4=[O:60])=[CH:53][CH:52]=3)=[CH:47][CH:46]=2)[CH:39]=[CH:40][CH:41]=1, predict the reaction product. The product is: [F:35][C:36]1[CH:37]=[C:38]([NH:42][C:43](=[S:69])[NH:44][C:45]2[CH:50]=[CH:49][C:48]([C:51]3[CH:59]=[C:58]4[C:54]([CH2:55][N:56]([C@@H:61]([CH:66]([CH3:67])[CH3:68])[C:62]([OH:64])=[O:63])[C:57]4=[O:60])=[CH:53][CH:52]=3)=[CH:47][CH:46]=2)[CH:39]=[CH:40][CH:41]=1. (4) Given the reactants [OH:1][C:2]1[C:3]2[N:4]([CH:28]=[CH:29][N:30]=2)[C:5]([C:16]2[CH:17]=[N:18][C:19]([N:22]3[CH2:26][CH2:25][CH2:24][C:23]3=[O:27])=[CH:20][CH:21]=2)=[C:6]([C:8]2[CH:15]=[CH:14][C:11]([C:12]#[N:13])=[CH:10][CH:9]=2)[N:7]=1.C(N(CC)CC)C.[C:38]1([CH3:48])[CH:43]=[CH:42][C:41]([S:44](Cl)(=[O:46])=[O:45])=[CH:40][CH:39]=1, predict the reaction product. The product is: [CH3:48][C:38]1[CH:43]=[CH:42][C:41]([S:44]([O:1][C:2]2[C:3]3[N:4]([CH:28]=[CH:29][N:30]=3)[C:5]([C:16]3[CH:17]=[N:18][C:19]([N:22]4[CH2:26][CH2:25][CH2:24][C:23]4=[O:27])=[CH:20][CH:21]=3)=[C:6]([C:8]3[CH:15]=[CH:14][C:11]([C:12]#[N:13])=[CH:10][CH:9]=3)[N:7]=2)(=[O:46])=[O:45])=[CH:40][CH:39]=1. (5) Given the reactants NC1C=CC(C)=C(C(C2C=CC(NC3C=CC(C(F)(F)F)=CC=3)=CC=2Cl)=O)C=1.[Cl:29][C:30]1[CH:35]=[C:34]([NH:36][C:37]2[CH:38]=[C:39]([CH3:43])[CH:40]=[CH:41][CH:42]=2)[CH:33]=[CH:32][C:31]=1[C:44]([C:46]1[CH:51]=[C:50]([N+:52]([O-])=O)[CH:49]=[CH:48][C:47]=1[CH3:55])=[O:45], predict the reaction product. The product is: [NH2:52][C:50]1[CH:49]=[CH:48][C:47]([CH3:55])=[C:46]([C:44]([C:31]2[CH:32]=[CH:33][C:34]([NH:36][C:37]3[CH:38]=[C:39]([CH3:43])[CH:40]=[CH:41][CH:42]=3)=[CH:35][C:30]=2[Cl:29])=[O:45])[CH:51]=1. (6) Given the reactants [NH2:1][C:2]1[CH:7]=[CH:6][CH:5]=[CH:4][C:3]=1[NH:8][CH:9]1[CH2:14][CH2:13][N:12]([C:15]([O:17][C:18]([CH3:21])([CH3:20])[CH3:19])=[O:16])[CH2:11][CH2:10]1.[N:22]#[C:23]Br.C(Cl)Cl.CO, predict the reaction product. The product is: [NH:22]=[C:23]1[N:8]([CH:9]2[CH2:10][CH2:11][N:12]([C:15]([O:17][C:18]([CH3:21])([CH3:20])[CH3:19])=[O:16])[CH2:13][CH2:14]2)[C:3]2[CH:4]=[CH:5][CH:6]=[CH:7][C:2]=2[NH:1]1. (7) The product is: [F:21][C:20]([F:23])([F:22])[S:17]([O:10][C:8]([C:3]1[CH:4]=[CH:5][CH:6]=[CH:7][C:2]=1[F:1])=[CH2:9])(=[O:19])=[O:18]. Given the reactants [F:1][C:2]1[CH:7]=[CH:6][CH:5]=[CH:4][C:3]=1[C:8](=[O:10])[CH3:9].C(=O)([O-])[O-].[Na+].[Na+].[S:17](O[S:17]([C:20]([F:23])([F:22])[F:21])(=[O:19])=[O:18])([C:20]([F:23])([F:22])[F:21])(=[O:19])=[O:18], predict the reaction product.